The task is: Predict which catalyst facilitates the given reaction.. This data is from Catalyst prediction with 721,799 reactions and 888 catalyst types from USPTO. (1) Reactant: [F:1][C:2]1[CH:12]=[CH:11][C:5]([CH:6]=[CH:7][C:8]([OH:10])=O)=[CH:4][CH:3]=1.CN(C(ON1N=NC2C=CC=NC1=2)=[N+](C)C)C.F[P-](F)(F)(F)(F)F.[CH3:37][N:38]([CH3:53])[CH2:39][CH2:40][N:41]([CH3:52])[C:42]1[S:43][C:44]2[CH:50]=[C:49]([NH2:51])[CH:48]=[CH:47][C:45]=2[N:46]=1.CCN(C(C)C)C(C)C. Product: [CH3:37][N:38]([CH3:53])[CH2:39][CH2:40][N:41]([CH3:52])[C:42]1[S:43][C:44]2[CH:50]=[C:49]([NH:51][C:8](=[O:10])[CH:7]=[CH:6][C:5]3[CH:4]=[CH:3][C:2]([F:1])=[CH:12][CH:11]=3)[CH:48]=[CH:47][C:45]=2[N:46]=1. The catalyst class is: 61. (2) Reactant: [NH2:1][C:2]([CH3:20])([CH2:5][O:6][C:7]1[CH:8]=[CH:9][C:10]2[CH2:14][O:13][B:12]([OH:15])[C:11]=2[C:16]=1[O:17][CH2:18][CH3:19])[C:3]#[N:4].[F:21][C:22]([F:34])([F:33])[O:23][C:24]1[CH:32]=[CH:31][C:27]([C:28](O)=[O:29])=[CH:26][CH:25]=1.CN(C(ON1N=NC2C=CC=NC1=2)=[N+](C)C)C.F[P-](F)(F)(F)(F)F.CCN(C(C)C)C(C)C. Product: [C:3]([C:2]([NH:1][C:28](=[O:29])[C:27]1[CH:31]=[CH:32][C:24]([O:23][C:22]([F:21])([F:33])[F:34])=[CH:25][CH:26]=1)([CH3:20])[CH2:5][O:6][C:7]1[CH:8]=[CH:9][C:10]2[CH2:14][O:13][B:12]([OH:15])[C:11]=2[C:16]=1[O:17][CH2:18][CH3:19])#[N:4]. The catalyst class is: 3.